From a dataset of Reaction yield outcomes from USPTO patents with 853,638 reactions. Predict the reaction yield, written as a fraction of the theoretical maximum amount of product (1.0 means a 100% yield; for example, 0.34 means a 34% yield). (1) The reactants are [F-].C([N+](CCCC)(CCCC)CCCC)CCC.[N:19]1([C:25]2[C:33]3[C:28](=[CH:29][CH:30]=[CH:31][CH:32]=3)[N:27]([Si](C(C)C)(C(C)C)C(C)C)[CH:26]=2)[CH2:24][CH2:23][O:22][CH2:21][CH2:20]1. The catalyst is C1COCC1.O. The product is [N:19]1([C:25]2[C:33]3[C:28](=[CH:29][CH:30]=[CH:31][CH:32]=3)[NH:27][CH:26]=2)[CH2:20][CH2:21][O:22][CH2:23][CH2:24]1. The yield is 0.890. (2) The reactants are [Cl:1][C:2]1[N:11]=[C:10](Cl)[C:9]2[C:4](=[CH:5][CH:6]=[CH:7][CH:8]=2)[N:3]=1.[NH2:13][C:14]1[CH:15]=[CH:16][C:17]([O:20][CH3:21])=[N:18][CH:19]=1.C([O-])(=O)C.[Na+]. The catalyst is C(OCC)(=O)C. The product is [Cl:1][C:2]1[N:11]=[C:10]([NH:13][C:14]2[CH:19]=[N:18][C:17]([O:20][CH3:21])=[CH:16][CH:15]=2)[C:9]2[C:4](=[CH:5][CH:6]=[CH:7][CH:8]=2)[N:3]=1. The yield is 0.980. (3) The reactants are [N:1]1([C:7]2[C:8]3[N:16]=[C:15]([C:17]4[CH:18]=[N:19][CH:20]=[CH:21][CH:22]=4)[S:14][C:9]=3[N:10]=[C:11]([NH2:13])[N:12]=2)[CH2:6][CH2:5][NH:4][CH2:3][CH2:2]1.[C:23]1([CH3:32])[CH:28]=[CH:27][CH:26]=[C:25]([N:29]=[C:30]=[O:31])[CH:24]=1. No catalyst specified. The product is [NH2:13][C:11]1[N:12]=[C:7]([N:1]2[CH2:6][CH2:5][N:4]([C:30]([NH:29][C:25]3[CH:24]=[C:23]([CH3:32])[CH:28]=[CH:27][CH:26]=3)=[O:31])[CH2:3][CH2:2]2)[C:8]2[N:16]=[C:15]([C:17]3[CH:18]=[N:19][CH:20]=[CH:21][CH:22]=3)[S:14][C:9]=2[N:10]=1. The yield is 0.420. (4) The reactants are C(S)C(C)C.[C:6]([S:14][C:15]([CH3:18])([CH3:17])[CH3:16])(=[O:13])[C:7]1[CH:12]=[CH:11][CH:10]=[CH:9][CH:8]=1.C(Cl)(=O)C1C=CC=CC=1. The catalyst is N1C=CC=CC=1. The product is [C:6]([S:14][C:15]([CH3:18])([CH3:17])[CH3:16])(=[O:13])[C:7]1[CH:12]=[CH:11][CH:10]=[CH:9][CH:8]=1. The yield is 0.501. (5) The reactants are [Cl:1][CH2:2][C:3]([C:5]1[CH:10]=[CH:9][CH:8]=[C:7]([Cl:11])[CH:6]=1)=[O:4].C(O)=O.C(N(CC)CC)C. The catalyst is C(OCC)(=O)C. The product is [Cl:1][CH2:2][CH:3]([C:5]1[CH:10]=[CH:9][CH:8]=[C:7]([Cl:11])[CH:6]=1)[OH:4]. The yield is 0.927. (6) The reactants are [C:1](Cl)(=[O:10])[C:2]1[CH:7]=[CH:6][CH:5]=[C:4]([O:8][CH3:9])[CH:3]=1.[NH2:12][C@@H:13]([CH2:17][CH2:18][CH:19]1[CH2:24][CH2:23][CH2:22][CH2:21][CH2:20]1)[C:14]([OH:16])=O.[CH2:25]([CH2:27][NH2:28])O.[CH2:29]([O:36][C:37]1[CH:38]=[C:39]2[C:43](=[CH:44][CH:45]=1)[NH:42][CH2:41][CH2:40]2)[C:30]1[CH:35]=[CH:34][CH:33]=[CH:32][CH:31]=1. No catalyst specified. The product is [CH:19]1([CH2:18][CH2:17][C@H:13]([NH:12][C:1](=[O:10])[C:2]2[CH:7]=[CH:6][CH:5]=[C:4]([O:8][CH3:9])[CH:3]=2)[C:14](=[O:16])[NH:28][CH2:27][CH2:25][N:42]2[C:43]3[C:39](=[CH:38][C:37]([O:36][CH2:29][C:30]4[CH:31]=[CH:32][CH:33]=[CH:34][CH:35]=4)=[CH:45][CH:44]=3)[CH2:40][CH2:41]2)[CH2:24][CH2:23][CH2:22][CH2:21][CH2:20]1. The yield is 0.100. (7) The reactants are Cl[C:2]1[C:3]2[CH:10]=[CH:9][N:8]([CH:11]([O:15][CH2:16][CH3:17])[O:12][CH2:13][CH3:14])[C:4]=2[N:5]=[CH:6][N:7]=1.[CH:18]1([C@@H:23]([N:27]2[CH:31]=[C:30](B3OC(C)(C)C(C)(C)O3)[CH:29]=[N:28]2)[CH2:24][C:25]#[N:26])[CH2:22][CH2:21][CH2:20][CH2:19]1.O1CCOCC1.O.C(=O)([O-])[O-].[K+].[K+]. The catalyst is C1C=CC([P]([Pd]([P](C2C=CC=CC=2)(C2C=CC=CC=2)C2C=CC=CC=2)([P](C2C=CC=CC=2)(C2C=CC=CC=2)C2C=CC=CC=2)[P](C2C=CC=CC=2)(C2C=CC=CC=2)C2C=CC=CC=2)(C2C=CC=CC=2)C2C=CC=CC=2)=CC=1. The product is [CH:18]1([C@@H:23]([N:27]2[CH:31]=[C:30]([C:2]3[C:3]4[CH:10]=[CH:9][N:8]([CH:11]([O:15][CH2:16][CH3:17])[O:12][CH2:13][CH3:14])[C:4]=4[N:5]=[CH:6][N:7]=3)[CH:29]=[N:28]2)[CH2:24][C:25]#[N:26])[CH2:22][CH2:21][CH2:20][CH2:19]1. The yield is 0.780. (8) The reactants are [Cl:1][C:2]1[CH:3]=[N:4][N:5]([CH3:31])[C:6]=1[C:7]1[CH:17]=[C:16]([NH:18][C:19](=[O:30])[C:20]2[CH:25]=[CH:24][CH:23]=[C:22]([C:26]([F:29])([F:28])[F:27])[CH:21]=2)[CH:15]=[CH:14][C:8]=1[O:9][CH2:10][C:11](O)=[O:12].C(N(CC)C(C)C)(C)C.CN(C(ON1N=NC2C=CC=CC1=2)=[N+](C)C)C.F[P-](F)(F)(F)(F)F.[CH3:65][O:66][CH2:67][CH2:68][NH2:69]. The catalyst is ClCCl.C(OCC)(=O)C. The product is [Cl:1][C:2]1[CH:3]=[N:4][N:5]([CH3:31])[C:6]=1[C:7]1[CH:17]=[C:16]([NH:18][C:19](=[O:30])[C:20]2[CH:25]=[CH:24][CH:23]=[C:22]([C:26]([F:27])([F:28])[F:29])[CH:21]=2)[CH:15]=[CH:14][C:8]=1[O:9][CH2:10][C:11]([NH:69][CH2:68][CH2:67][O:66][CH3:65])=[O:12]. The yield is 0.840. (9) The reactants are [CH3:1][C:2](=O)[CH2:3][CH3:4].Cl.[Br:7][C:8]1[CH:13]=[CH:12][C:11]([NH:14]N)=[CH:10][CH:9]=1. The catalyst is CCO. The product is [Br:7][C:8]1[CH:13]=[C:12]2[C:11](=[CH:10][CH:9]=1)[NH:14][C:3]([CH3:4])=[C:2]2[CH3:1]. The yield is 0.670. (10) The reactants are Cl[C:2]1[N:11]=[CH:10][C:9]2[C:4](=[CH:5][C:6]([Cl:13])=[C:7]([F:12])[CH:8]=2)[N:3]=1.FC(F)(F)C(O)=O.FC(F)(F)C(O)=O.FC(F)(F)C(O)=O.[NH:35]1[CH2:38][CH:37]([C:39]2[C:40]([C:45]3[CH:54]=[CH:53][C:48]([C:49]([NH:51][CH3:52])=[O:50])=[C:47]([F:55])[CH:46]=3)=[N:41][CH:42]=[CH:43][N:44]=2)[CH2:36]1.C(=O)([O-])[O-].[K+].[K+].O. The catalyst is CS(C)=O. The product is [Cl:13][C:6]1[CH:5]=[C:4]2[C:9]([CH:10]=[N:11][C:2]([N:35]3[CH2:36][CH:37]([C:39]4[C:40]([C:45]5[CH:54]=[CH:53][C:48]([C:49]([NH:51][CH3:52])=[O:50])=[C:47]([F:55])[CH:46]=5)=[N:41][CH:42]=[CH:43][N:44]=4)[CH2:38]3)=[N:3]2)=[CH:8][C:7]=1[F:12]. The yield is 0.700.